Dataset: Experimentally validated miRNA-target interactions with 360,000+ pairs, plus equal number of negative samples. Task: Binary Classification. Given a miRNA mature sequence and a target amino acid sequence, predict their likelihood of interaction. (1) The miRNA is hsa-miR-10a-3p with sequence CAAAUUCGUAUCUAGGGGAAUA. The protein sequence of the target gene is MSATSVDQRPKGQGNKVSVQNGSIHQKDAVNDDDFEPYLSSQTNQNNSYPPMSDPYMPSYYAPSIGFPYSLGEAAWSTAGDQPMPYLTTYGQMSNGEHHYIPDGVFSQPGALGNTPPFLGQHGFNFFPGNADFSTWGTSGSQGQSTQNSAYSSSYGYPPSSLGRAITDGQAGFGNDTLSKVPGISSIEQGMTGLKIGGDLTAAVTKTVGTALSSSGMTSIATNNVPPVSSAAPKPTSWAAIARKPAKPQPKLKPKGNVGIGGSAVPPPPIKHNMNIGTWDEKGSVVKAPPTQPVLPPQTI.... Result: 0 (no interaction). (2) The miRNA is hsa-miR-3162-3p with sequence UCCCUACCCCUCCACUCCCCA. The protein sequence of the target gene is MLQSLAGSSCVRLVERHRSAWCFGFLVLGYLLYLVFGAVVFSSVELPYEDLLRQELRKLKRRFLEEHECLSEPQLEQFLGRVLEASNYGVSVLSNASGNWNWDFTSALFFASTVLSTTGYGHTVPLSDGGKAFCIIYSVIGIPFTLLFLTAVVQRVTVHVTRRPVLYFHIRWGFSKQVVAIVHAVLLGFVTVSCFFFIPAAVFSVLEDDWNFLESFYFCFISLSTIGLGDYVPGEGYNQKFRELYKIGITCYLLLGLIAMLVVLETFCELHELKKFRKMFYVKKDKDEDLVHIMEHDQLS.... Result: 0 (no interaction). (3) The miRNA is hsa-miR-4765 with sequence UGAGUGAUUGAUAGCUAUGUUC. The protein sequence of the target gene is MASGGNQSPPPPPAAAASSEEEEEDGDAADRAQPAGSPSHQIQQRFEELCSRLNMDEAARAEAWSSYRSMSESYTLEGNDLHWLACALYVACRKSVPTVSKGTAEGNYVSLTRILRCSEQSLIEFFNKMKKWEDMANLPPHFRERTERLERNFTVSAVIFKKYEPIFQDIFKYPQEEQPRQQRGRKQRRQPCTTSEIFHFCWVLFIYAKGNFPMISDDLVNSYHLLLCALDLVYGNALQCSNRKELVNPNFKGLSEDCHPKDSKASSDPPCVIEKLCSLHDGLVLEAKGIKEHFWKPYIR.... Result: 0 (no interaction).